Dataset: Forward reaction prediction with 1.9M reactions from USPTO patents (1976-2016). Task: Predict the product of the given reaction. (1) Given the reactants [CH2:1]([CH:19]([CH2:21][CH2:22][CH2:23][CH2:24][CH2:25][CH2:26][CH2:27][CH2:28]/[CH:29]=[CH:30]\[CH2:31]/[CH:32]=[CH:33]\[CH2:34][CH2:35][CH2:36][CH2:37][CH3:38])[OH:20])[CH2:2][CH2:3][CH2:4][CH2:5][CH2:6][CH2:7][CH2:8]/[CH:9]=[CH:10]\[CH2:11]/[CH:12]=[CH:13]\[CH2:14][CH2:15][CH2:16][CH2:17][CH3:18].C(N(CC)CC)C.[CH3:46][S:47](Cl)(=[O:49])=[O:48], predict the reaction product. The product is: [CH3:46][S:47]([O:20][CH:19]([CH2:21][CH2:22][CH2:23][CH2:24][CH2:25][CH2:26][CH2:27][CH2:28]/[CH:29]=[CH:30]\[CH2:31]/[CH:32]=[CH:33]\[CH2:34][CH2:35][CH2:36][CH2:37][CH3:38])[CH2:1][CH2:2][CH2:3][CH2:4][CH2:5][CH2:6][CH2:7][CH2:8]/[CH:9]=[CH:10]\[CH2:11]/[CH:12]=[CH:13]\[CH2:14][CH2:15][CH2:16][CH2:17][CH3:18])(=[O:49])=[O:48]. (2) Given the reactants [Br:1][C:2]1[CH:11]=[C:10]2[C:5]([CH:6]=[N:7][N:8]=[C:9]2[OH:12])=[CH:4][CH:3]=1.[C:13]([O:17][C:18](=[O:27])[C:19]1[CH:24]=[CH:23][C:22]([CH2:25]Br)=[CH:21][CH:20]=1)([CH3:16])([CH3:15])[CH3:14].C(=O)([O-])[O-].[Cs+].[Cs+], predict the reaction product. The product is: [C:13]([O:17][C:18](=[O:27])[C:19]1[CH:20]=[CH:21][C:22]([CH2:25][N:8]2[N:7]=[CH:6][C:5]3[C:10](=[CH:11][C:2]([Br:1])=[CH:3][CH:4]=3)[C:9]2=[O:12])=[CH:23][CH:24]=1)([CH3:16])([CH3:15])[CH3:14]. (3) Given the reactants [NH2:1][CH2:2][CH:3]([OH:6])[CH2:4][OH:5].Cl[C:8]1[CH:15]=[CH:14][C:11]([C:12]#[N:13])=[CH:10][N:9]=1, predict the reaction product. The product is: [OH:6][CH:3]([CH2:4][OH:5])[CH2:2][NH:1][C:8]1[CH:15]=[CH:14][C:11]([C:12]#[N:13])=[CH:10][N:9]=1. (4) The product is: [F:1][C:2]1[CH:3]=[C:4]([C:8]2[CH:9]=[C:10]3[CH:15]=[CH:14][C:13]([C:16]([F:19])([F:18])[F:17])=[CH:12][N:11]3[N:20]=2)[CH:5]=[CH:6][CH:7]=1. Given the reactants [F:1][C:2]1[CH:3]=[C:4]([C:8](=[N:20]O)[CH2:9][C:10]2[CH:15]=[CH:14][C:13]([C:16]([F:19])([F:18])[F:17])=[CH:12][N:11]=2)[CH:5]=[CH:6][CH:7]=1.CCN(CC)CC.O, predict the reaction product.